The task is: Predict which catalyst facilitates the given reaction.. This data is from Catalyst prediction with 721,799 reactions and 888 catalyst types from USPTO. (1) Reactant: Br[CH2:2][C:3]1[CH:8]=[CH:7][C:6]([O:9][CH3:10])=[CH:5][C:4]=1[CH3:11].[P:12]([O:19]CC)([O:16][CH2:17][CH3:18])[O:13][CH2:14][CH3:15]. Product: [CH3:10][O:9][C:6]1[CH:7]=[CH:8][C:3]([CH2:2][P:12](=[O:19])([O:16][CH2:17][CH3:18])[O:13][CH2:14][CH3:15])=[C:4]([CH3:11])[CH:5]=1. The catalyst class is: 12. (2) Reactant: C([O:5][C:6](=[O:40])[CH2:7][CH2:8][C@@H:9]1[C:31](=[O:32])[NH:30][C@@H:22]2[CH2:23][S:24][S:25][CH2:26][CH2:27][CH:28]=[CH:29][C@@H:13]([O:14][C:15](=[O:38])[CH2:16][NH:17][C:18](=[O:37])[C@@H:19]([CH:34]([CH3:36])[CH3:35])[NH:20][C:21]2=[O:33])[CH2:12][C:11](=[O:39])[NH:10]1)(C)(C)C.[SiH](CC)(CC)CC.C(O)(C(F)(F)F)=O.CO. Product: [CH:34]([C@H:19]1[NH:20][C:21](=[O:33])[C@@H:22]2[NH:30][C:31](=[O:32])[C@@H:9]([CH2:8][CH2:7][C:6]([OH:40])=[O:5])[NH:10][C:11](=[O:39])[CH2:12][C@@H:13]([CH:29]=[CH:28][CH2:27][CH2:26][S:25][S:24][CH2:23]2)[O:14][C:15](=[O:38])[CH2:16][NH:17][C:18]1=[O:37])([CH3:36])[CH3:35]. The catalyst class is: 2. (3) Reactant: [CH2:1]([O:3][CH2:4][CH2:5][O:6][C:7]1[CH:12]=[C:11]([CH3:13])[C:10]([C:14]2[CH:19]=[CH:18][CH:17]=[C:16]([CH2:20][NH:21][C:22]3[CH:27]=[CH:26][C:25]([CH2:28][CH2:29][C:30]([OH:32])=[O:31])=[C:24]([F:33])[CH:23]=3)[CH:15]=2)=[C:9]([CH3:34])[CH:8]=1)[CH3:2].[ClH:35].C(OCC)(=O)C. Product: [ClH:35].[CH2:1]([O:3][CH2:4][CH2:5][O:6][C:7]1[CH:12]=[C:11]([CH3:13])[C:10]([C:14]2[CH:19]=[CH:18][CH:17]=[C:16]([CH2:20][NH:21][C:22]3[CH:27]=[CH:26][C:25]([CH2:28][CH2:29][C:30]([OH:32])=[O:31])=[C:24]([F:33])[CH:23]=3)[CH:15]=2)=[C:9]([CH3:34])[CH:8]=1)[CH3:2]. The catalyst class is: 13. (4) Reactant: [N+:1]([CH:4]([CH3:6])[CH3:5])([O-:3])=[O:2].[CH3:7][NH:8][CH2:9][CH2:10][OH:11].[OH-].[Na+].[CH2:14]=O.Cl. Product: [CH3:7][N:8]([CH2:5][C:4]([CH3:14])([N+:1]([O-:3])=[O:2])[CH3:6])[CH2:9][CH2:10][OH:11]. The catalyst class is: 252. (5) Reactant: [OH-].[Na+].[CH2:3]([N:5]([CH2:8][CH3:9])[CH2:6][CH3:7])[CH3:4].[CH3:10][S:11](Cl)(=O)=O.[CH2:15]([NH2:22])[C:16]1[CH:21]=[CH:20][CH:19]=[CH:18][CH:17]=1.[C:23]1([CH3:29])[CH:28]=[CH:27][CH:26]=[CH:25][CH:24]=1. Product: [CH2:15]([N:22]1[CH2:7][CH2:6][N:5]([C:8]2[CH:18]=[CH:17][CH:16]=[CH:15][C:9]=2[S:11][C:10]2[CH:25]=[CH:24][C:23]([CH3:29])=[CH:28][C:27]=2[CH3:26])[CH2:3][CH2:4]1)[C:16]1[CH:21]=[CH:20][CH:19]=[CH:18][CH:17]=1. The catalyst class is: 6. (6) Reactant: CS(O[CH:6]1[CH2:9][N:8]([CH:10]([C:17]2[CH:22]=[CH:21][CH:20]=[CH:19][CH:18]=2)[C:11]2[CH:16]=[CH:15][CH:14]=[CH:13][CH:12]=2)[CH2:7]1)(=O)=O.[NH:23]1[CH2:27][CH2:26][CH:25]([OH:28])[CH2:24]1.C(N(CC)CC)C. Product: [C:11]1([CH:10]([C:17]2[CH:22]=[CH:21][CH:20]=[CH:19][CH:18]=2)[N:8]2[CH2:9][CH:6]([N:23]3[CH2:27][CH2:26][CH:25]([OH:28])[CH2:24]3)[CH2:7]2)[CH:16]=[CH:15][CH:14]=[CH:13][CH:12]=1. The catalyst class is: 10. (7) Reactant: [Cl:1][C:2]1[CH:7]=[CH:6][C:5]([CH:8]([NH:13][C:14](=[O:23])[CH2:15][C:16]2[CH:21]=[CH:20][C:19]([OH:22])=[CH:18][CH:17]=2)[CH2:9][CH:10]([CH3:12])[CH3:11])=[C:4]([CH3:24])[CH:3]=1.C([O-])([O-])=O.[Cs+].[Cs+].Cl[CH2:32][C:33]1[C:34]([CH3:39])=[N:35][CH:36]=[CH:37][CH:38]=1. Product: [Cl:1][C:2]1[CH:7]=[CH:6][C:5]([CH:8]([NH:13][C:14](=[O:23])[CH2:15][C:16]2[CH:17]=[CH:18][C:19]([O:22][CH2:32][C:33]3[C:34]([CH3:39])=[N:35][CH:36]=[CH:37][CH:38]=3)=[CH:20][CH:21]=2)[CH2:9][CH:10]([CH3:11])[CH3:12])=[C:4]([CH3:24])[CH:3]=1. The catalyst class is: 210.